This data is from Catalyst prediction with 721,799 reactions and 888 catalyst types from USPTO. The task is: Predict which catalyst facilitates the given reaction. (1) Reactant: [Br:1][C:2]1[CH:11]=[C:10]2[C:5]([C:6](Cl)=[C:7]([C:12]([NH2:14])=[O:13])[CH:8]=[N:9]2)=[CH:4][CH:3]=1.[NH2:16][C:17]1[CH:18]=[C:19]([CH:23]=[CH:24][C:25]=1[O:26][CH3:27])[C:20]([OH:22])=[O:21]. Product: [NH2:14][C:12]([C:7]1[CH:8]=[N:9][C:10]2[C:5]([C:6]=1[NH:16][C:17]1[CH:18]=[C:19]([CH:23]=[CH:24][C:25]=1[O:26][CH3:27])[C:20]([OH:22])=[O:21])=[CH:4][CH:3]=[C:2]([Br:1])[CH:11]=2)=[O:13]. The catalyst class is: 15. (2) Reactant: [C:1]([C:4]1[CH:5]=[C:6]([NH:12]C(=O)CCC)[CH:7]=[CH:8][C:9]=1[O:10][CH3:11])(=[O:3])[CH3:2].[OH-].[Na+]. Product: [NH2:12][C:6]1[CH:7]=[CH:8][C:9]([O:10][CH3:11])=[C:4]([C:1](=[O:3])[CH3:2])[CH:5]=1. The catalyst class is: 126. (3) Reactant: [Cl:1][C:2]1[CH:18]=[CH:17][C:5]([CH2:6][O:7][CH2:8][C:9]2[O:13][N:12]=[C:11]([C:14]([OH:16])=O)[CH:10]=2)=[CH:4][CH:3]=1.C(N(CC)CC)C.Cl.C(N=C=NCCCN(C)C)C.ON1C2C=CC=CC=2N=N1.[O:48]1[CH2:53][CH2:52][CH:51]([CH2:54][NH2:55])[CH2:50][CH2:49]1. Product: [O:48]1[CH2:53][CH2:52][CH:51]([CH2:54][NH:55][C:14]([C:11]2[CH:10]=[C:9]([CH2:8][O:7][CH2:6][C:5]3[CH:4]=[CH:3][C:2]([Cl:1])=[CH:18][CH:17]=3)[O:13][N:12]=2)=[O:16])[CH2:50][CH2:49]1. The catalyst class is: 408. (4) The catalyst class is: 6. Reactant: [CH3:1][O:2][C:3]1[CH:11]=[C:10](SC)[CH:9]=[CH:8][C:4]=1[C:5]([OH:7])=[O:6].OO.[S:16]([O-:19])([O-])=[O:17].[Na+].[Na+].Cl.[C:23](O)(=O)C. Product: [CH3:1][O:2][C:3]1[CH:11]=[C:10]([S:16]([CH3:23])(=[O:19])=[O:17])[CH:9]=[CH:8][C:4]=1[C:5]([OH:7])=[O:6]. (5) Reactant: [F:1][C:2]1[CH:7]=[CH:6][C:5]([CH:8]([C:10]2O[C:12](/[CH:15]=[CH:16]/[C:17]3[CH:22]=[CH:21][C:20]([N:23]4[CH:27]=[C:26]([CH3:28])[N:25]=[CH:24]4)=[C:19]([O:29][CH3:30])[CH:18]=3)=[N:13][N:14]=2)[CH3:9])=[CH:4][CH:3]=1.C([O-])(=O)C.[NH4+:35]. Product: [F:1][C:2]1[CH:7]=[CH:6][C:5]([CH:8]([C:10]2[NH:35][C:12](/[CH:15]=[CH:16]/[C:17]3[CH:22]=[CH:21][C:20]([N:23]4[CH:27]=[C:26]([CH3:28])[N:25]=[CH:24]4)=[C:19]([O:29][CH3:30])[CH:18]=3)=[N:13][N:14]=2)[CH3:9])=[CH:4][CH:3]=1. The catalyst class is: 15. (6) Reactant: [NH2:1][C:2](=[S:9])[CH2:3][C:4]([O:6][CH2:7][CH3:8])=[O:5].Cl[CH2:11][C:12](=O)[CH3:13]. Product: [CH3:13][C:12]1[N:1]=[C:2]([CH2:3][C:4]([O:6][CH2:7][CH3:8])=[O:5])[S:9][CH:11]=1. The catalyst class is: 3. (7) Reactant: [CH3:1][C:2]1[CH2:7][CH2:6][CH2:5][C:4]([CH3:9])([CH3:8])[C:3]=1[CH2:10][OH:11].[CH:12]1[C:17](O)=[CH:16][CH:15]=[CH:14][C:13]=1[CH3:19].C1(P(C2C=CC=CC=2)C2C=CC=CC=2)C=CC=CC=1.N(C(OCC)=O)=NC(OCC)=O. Product: [CH3:19][C:13]1[CH:14]=[CH:15][CH:16]=[C:17]([O:11][CH2:10][C:3]2[C:4]([CH3:8])([CH3:9])[CH2:5][CH2:6][CH2:7][C:2]=2[CH3:1])[CH:12]=1. The catalyst class is: 7.